This data is from Forward reaction prediction with 1.9M reactions from USPTO patents (1976-2016). The task is: Predict the product of the given reaction. (1) Given the reactants ClC([C:7]1[CH:8]=[N:9][N:10]([C:12]2[CH:17]=[CH:16][C:15]([O:18][CH2:19][CH2:20][CH2:21][N:22]3[CH2:26][CH2:25][CH2:24][C@H:23]3[CH3:27])=[CH:14][CH:13]=2)[CH:11]=1)CCC[NH-].[H-].[Na+].[OH2:30], predict the reaction product. The product is: [CH3:27][C@@H:23]1[CH2:24][CH2:25][CH2:26][N:22]1[CH2:21][CH2:20][CH2:19][O:18][C:15]1[CH:14]=[CH:13][C:12]([N:10]2[CH:11]=[C:7]([N:22]3[CH2:26][CH2:25][CH2:24][C:23]3=[O:30])[CH:8]=[N:9]2)=[CH:17][CH:16]=1. (2) Given the reactants [CH3:1][O:2][C:3]1[CH:4]=[C:5]([C:15](=[O:17])[CH3:16])[CH:6]=[C:7]([S:9]([F:14])([F:13])([F:12])([F:11])[F:10])[CH:8]=1.[Br-:18].[Br-].[Br-].C1([N+](C)(C)C)C=CC=CC=1.C1([N+](C)(C)C)C=CC=CC=1.C1([N+](C)(C)C)C=CC=CC=1.O.C(=O)([O-])O.[Na+], predict the reaction product. The product is: [Br:18][CH2:16][C:15]([C:5]1[CH:6]=[C:7]([S:9]([F:10])([F:11])([F:12])([F:13])[F:14])[CH:8]=[C:3]([O:2][CH3:1])[CH:4]=1)=[O:17]. (3) Given the reactants C1(P(C2C=CC=CC=2)C2C=CC=CC=2)C=CC=CC=1.[OH-].[Na+].[C:22]1([CH:28]([CH3:31])[CH:29]=[O:30])[CH:27]=[CH:26][CH:25]=[CH:24][CH:23]=1.[H][H], predict the reaction product. The product is: [C:22]1([CH:28]([CH3:31])[CH2:29][OH:30])[CH:27]=[CH:26][CH:25]=[CH:24][CH:23]=1. (4) Given the reactants [F:1][C:2]([F:35])([F:34])[CH2:3][S:4]([NH:7][C:8]1[CH:13]=[CH:12][C:11]([O:14][C:15]2[C:24]3[C:19](=[CH:20][C:21]([O:25]C)=[CH:22][CH:23]=3)[CH:18]=[C:17]([CH3:27])[C:16]=2[C:28]2[CH:33]=[CH:32][CH:31]=[CH:30][CH:29]=2)=[CH:10][CH:9]=1)(=[O:6])=[O:5].B(Br)(Br)Br.CCOC(C)=O, predict the reaction product. The product is: [F:35][C:2]([F:1])([F:34])[CH2:3][S:4]([NH:7][C:8]1[CH:13]=[CH:12][C:11]([O:14][C:15]2[C:24]3[C:19](=[CH:20][C:21]([OH:25])=[CH:22][CH:23]=3)[CH:18]=[C:17]([CH3:27])[C:16]=2[C:28]2[CH:29]=[CH:30][CH:31]=[CH:32][CH:33]=2)=[CH:10][CH:9]=1)(=[O:5])=[O:6]. (5) Given the reactants Cl[S:2]([C:5]1[CH:6]=[C:7]2[C:11](=[CH:12][CH:13]=1)[NH:10][C:9](=[O:14])[CH2:8]2)(=[O:4])=[O:3].[CH3:15][NH2:16], predict the reaction product. The product is: [CH3:15][NH:16][S:2]([C:5]1[CH:6]=[C:7]2[C:11](=[CH:12][CH:13]=1)[NH:10][C:9](=[O:14])[CH2:8]2)(=[O:4])=[O:3]. (6) Given the reactants C(OC(Cl)=O)C(C)C.CN1CCOCC1.[Cl:16][C:17]1[CH:18]=[C:19]([NH:23][C:24]2[CH:32]=[C:31]([CH:33]3[CH2:35][CH2:34]3)[C:27]([C:28](O)=[O:29])=[CH:26][N:25]=2)[CH:20]=[CH:21][CH:22]=1.[BH4-].[Na+], predict the reaction product. The product is: [Cl:16][C:17]1[CH:18]=[C:19]([NH:23][C:24]2[N:25]=[CH:26][C:27]([CH2:28][OH:29])=[C:31]([CH:33]3[CH2:34][CH2:35]3)[CH:32]=2)[CH:20]=[CH:21][CH:22]=1.